This data is from Reaction yield outcomes from USPTO patents with 853,638 reactions. The task is: Predict the reaction yield, written as a fraction of the theoretical maximum amount of product (1.0 means a 100% yield; for example, 0.34 means a 34% yield). (1) The reactants are [CH2:1]([N:3]([CH2:7][CH3:8])[CH2:4][CH2:5][NH2:6])[CH3:2].Cl[C:10]1[N:11]=[N+:12]([O-:23])[C:13]2[C:22]3[CH2:21][CH2:20][CH2:19][C:18]=3[CH:17]=[CH:16][C:14]=2[N:15]=1. The catalyst is COCCOC. The product is [CH2:1]([N:3]([CH2:7][CH3:8])[CH2:4][CH2:5][NH:6][C:10]1[N:11]=[N+:12]([O-:23])[C:13]2[C:22]3[CH2:21][CH2:20][CH2:19][C:18]=3[CH:17]=[CH:16][C:14]=2[N:15]=1)[CH3:2]. The yield is 0.930. (2) The reactants are C([O:3][CH2:4][CH2:5][CH2:6][N:7]1[C:12](=[O:13])[C:11]2[C:14]([CH2:22][C:23]3[CH:28]=[CH:27][C:26]([F:29])=[CH:25][CH:24]=3)=[C:15]([O:18][CH:19]([CH3:21])[CH3:20])[CH:16]=[N:17][C:10]=2[N:9]([CH3:30])[C:8]1=[O:31])=O.O[Li].O. The catalyst is C1COCC1.O.CC(=O)OCC. The product is [F:29][C:26]1[CH:25]=[CH:24][C:23]([CH2:22][C:14]2[C:11]3[C:12](=[O:13])[N:7]([CH2:6][CH2:5][CH2:4][OH:3])[C:8](=[O:31])[N:9]([CH3:30])[C:10]=3[N:17]=[CH:16][C:15]=2[O:18][CH:19]([CH3:20])[CH3:21])=[CH:28][CH:27]=1. The yield is 0.360. (3) The reactants are C[Si](C)(C)[O:3][C:4]1[CH2:9][CH2:8][CH2:7][CH2:6][CH:5]=1.[O:12]=[C:13]1[CH2:16][N:15]([C:17]([O:19][CH2:20][C:21]2[CH:26]=[CH:25][CH:24]=[CH:23][CH:22]=2)=[O:18])[CH2:14]1. The catalyst is O1CCCC1.[Ti](Cl)(Cl)(Cl)Cl. The product is [OH:12][C:13]1([CH:5]2[CH2:6][CH2:7][CH2:8][CH2:9][C:4]2=[O:3])[CH2:14][N:15]([C:17]([O:19][CH2:20][C:21]2[CH:26]=[CH:25][CH:24]=[CH:23][CH:22]=2)=[O:18])[CH2:16]1. The yield is 0.370. (4) The product is [Br:1][C:2]1[C:3]([C:12]([F:15])([F:14])[F:13])=[CH:4][C:5]([N+:9]([O-:11])=[O:10])=[C:6]([N:16]2[CH:20]=[CH:19][N:18]=[CH:17]2)[CH:7]=1. The reactants are [Br:1][C:2]1[CH:7]=[C:6](F)[C:5]([N+:9]([O-:11])=[O:10])=[CH:4][C:3]=1[C:12]([F:15])([F:14])[F:13].[NH:16]1[CH:20]=[CH:19][N:18]=[CH:17]1.C(N(CC)C(C)C)(C)C. The catalyst is C(#N)C. The yield is 0.862. (5) The reactants are [Cl:1][C:2]1[C:6]([CH3:7])=[CH:5][S:4][C:3]=1[C:8]([O:10][CH3:11])=[O:9].[Br:12]N1C(=O)CCC1=O.N(C(C)(C)C#N)=NC(C)(C)C#N. The catalyst is C(Cl)(Cl)(Cl)Cl. The product is [Br:12][CH2:7][C:6]1[C:2]([Cl:1])=[C:3]([C:8]([O:10][CH3:11])=[O:9])[S:4][CH:5]=1. The yield is 0.390. (6) The reactants are Cl[C:2]1[CH:11]=[CH:10][C:9]2[C:4](=[CH:5][CH:6]=[C:7]([O:12][CH2:13][C:14]3[CH:19]=[CH:18][CH:17]=[C:16]([O:20][CH3:21])[CH:15]=3)[CH:8]=2)[N:3]=1.[NH2:22][C@H:23]1[C:31]2[C:26](=[CH:27][CH:28]=[CH:29][CH:30]=2)[CH2:25][CH2:24]1. No catalyst specified. The product is [C@H:23]1([NH:22][C:2]2[CH:11]=[CH:10][C:9]3[C:4](=[CH:5][CH:6]=[C:7]([O:12][CH2:13][C:14]4[CH:19]=[CH:18][CH:17]=[C:16]([O:20][CH3:21])[CH:15]=4)[CH:8]=3)[N:3]=2)[C:31]2[C:26](=[CH:27][CH:28]=[CH:29][CH:30]=2)[CH2:25][CH2:24]1. The yield is 0.100. (7) The reactants are [OH:1][N:2]=[C:3](Cl)[C:4]1[CH:9]=[CH:8][CH:7]=[CH:6][C:5]=1[CH3:10].[CH2:12]([O:14][C:15](=[O:23])[CH:16]=[CH:17]N1CCCC1)[CH3:13].C(N(CC)CC)C. The catalyst is C(OCC)C. The product is [CH2:12]([O:14][C:15]([C:16]1[C:3]([C:4]2[CH:9]=[CH:8][CH:7]=[CH:6][C:5]=2[CH3:10])=[N:2][O:1][CH:17]=1)=[O:23])[CH3:13]. The yield is 0.470. (8) The reactants are [SH:1][CH2:2][CH2:3][C:4]([OH:6])=[O:5].[F:7][C:8]([F:12])([F:11])[CH:9]=[CH2:10]. The catalyst is N(C(C)(C)C#N)=NC(C)(C)C#N.C(C1C=CC=CC=1)(=O)CCCCCCC.C1(C)C=CC=CC=1. The product is [F:7][C:8]([F:12])([F:11])[CH2:9][CH2:10][S:1][CH2:2][CH2:3][C:4]([OH:6])=[O:5]. The yield is 0.830.